The task is: Predict the reactants needed to synthesize the given product.. This data is from Full USPTO retrosynthesis dataset with 1.9M reactions from patents (1976-2016). (1) Given the product [O:28]=[C:19]1[C:20]2[C:25](=[CH:24][CH:23]=[CH:22][CH:21]=2)[C:26](=[O:27])[N:18]1[CH2:17][C@@H:16]([NH:15][C:12]([C:10]1[N:11]=[C:7]([C:6]2[N:2]([CH3:1])[N:3]=[CH:4][CH:5]=2)[O:8][CH:9]=1)=[O:14])[CH2:29][C:30]1[CH:35]=[CH:34][CH:33]=[C:32]([F:36])[CH:31]=1, predict the reactants needed to synthesize it. The reactants are: [CH3:1][N:2]1[C:6]([C:7]2[O:8][CH:9]=[C:10]([C:12]([OH:14])=O)[N:11]=2)=[CH:5][CH:4]=[N:3]1.[NH2:15][C@@H:16]([CH2:29][C:30]1[CH:35]=[CH:34][CH:33]=[C:32]([F:36])[CH:31]=1)[CH2:17][N:18]1[C:26](=[O:27])[C:25]2[C:20](=[CH:21][CH:22]=[CH:23][CH:24]=2)[C:19]1=[O:28].C(N(CC)C(C)C)(C)C.F[P-](F)(F)(F)(F)F.Br[P+](N1CCCC1)(N1CCCC1)N1CCCC1. (2) Given the product [NH2:22][C:18]1[NH:19][C:20](=[O:21])[C:15]2[CH:14]=[C:13]([CH2:12][CH2:11][CH2:10][C:8]3[CH:9]=[C:5]([C:3]([OH:4])=[O:2])[S:6][CH:7]=3)[NH:23][C:16]=2[N:17]=1, predict the reactants needed to synthesize it. The reactants are: C[O:2][C:3]([C:5]1[S:6][CH:7]=[C:8]([CH2:10][CH2:11][CH2:12][C:13]2[NH:23][C:16]3[N:17]=[C:18]([NH2:22])[NH:19][C:20](=[O:21])[C:15]=3[CH:14]=2)[CH:9]=1)=[O:4].[OH-].[Na+].C(Cl)(Cl)Cl.CO.